From a dataset of Forward reaction prediction with 1.9M reactions from USPTO patents (1976-2016). Predict the product of the given reaction. (1) Given the reactants [O-]S(C(F)(F)F)(=O)=O.[NH2:9][CH2:10][CH2:11][CH2:12][C@@H:13]([NH:16][C:17](=[O:39])[CH2:18][C@H:19]([O:31][CH2:32][C:33]1[CH:38]=[CH:37][CH:36]=[CH:35][CH:34]=1)[CH2:20][CH2:21][CH2:22][CH2:23][CH2:24][CH2:25][CH2:26][CH2:27][CH2:28][CH2:29][CH3:30])[CH2:14][OH:15], predict the reaction product. The product is: [CH2:32]([O:31][C@H:19]([CH2:20][CH2:21][CH2:22][CH2:23][CH2:24][CH2:25][CH2:26][CH2:27][CH2:28][CH2:29][CH3:30])[CH2:18][C:17]([NH:16][C@H:13]([CH2:12][CH2:11][CH2:10][NH:9][CH2:23][CH2:22][CH2:21][CH2:20][CH2:19][CH:18]=[CH2:17])[CH2:14][OH:15])=[O:39])[C:33]1[CH:38]=[CH:37][CH:36]=[CH:35][CH:34]=1. (2) Given the reactants [CH3:1][O:2][C:3](=[O:53])[C@@H:4]([NH:20][C:21]([CH:23]1[CH2:32][C:31]2[CH:30]=[C:29]3[O:33][CH2:34][C@H:35]([C:37]4[CH:42]=[CH:41][C:40]([O:43][CH2:44][C:45]5[CH:50]=[CH:49][C:48]([Cl:51])=[C:47]([Cl:52])[CH:46]=5)=[CH:39][CH:38]=4)[O:36][C:28]3=[CH:27][C:26]=2[CH2:25][NH:24]1)=[O:22])[CH2:5][C:6]1[CH:11]=[CH:10][C:9]([C:12]2[CH:17]=[CH:16][C:15]([C:18]#[N:19])=[CH:14][CH:13]=2)=[CH:8][CH:7]=1.[C:54]([NH:57][C:58]1[S:59][C:60]([CH3:67])=[C:61]([S:63](Cl)(=[O:65])=[O:64])[N:62]=1)(=[O:56])[CH3:55], predict the reaction product. The product is: [CH3:1][O:2][C:3](=[O:53])[C@@H:4]([NH:20][C:21]([CH:23]1[CH2:32][C:31]2[CH:30]=[C:29]3[O:33][CH2:34][C@H:35]([C:37]4[CH:42]=[CH:41][C:40]([O:43][CH2:44][C:45]5[CH:50]=[CH:49][C:48]([Cl:51])=[C:47]([Cl:52])[CH:46]=5)=[CH:39][CH:38]=4)[O:36][C:28]3=[CH:27][C:26]=2[CH2:25][N:24]1[S:63]([C:61]1[N:62]=[C:58]([NH:57][C:54](=[O:56])[CH3:55])[S:59][C:60]=1[CH3:67])(=[O:64])=[O:65])=[O:22])[CH2:5][C:6]1[CH:11]=[CH:10][C:9]([C:12]2[CH:13]=[CH:14][C:15]([C:18]#[N:19])=[CH:16][CH:17]=2)=[CH:8][CH:7]=1. (3) Given the reactants [N:1]1[C:10]2[C:5](=[N:6][CH:7]=[CH:8][CH:9]=2)[CH:4]=[CH:3][C:2]=1[C:11]([OH:13])=[O:12].[Br:14]N1C(=O)CCC1=O, predict the reaction product. The product is: [Br:14][C:8]1[CH:9]=[C:10]2[C:5]([CH:4]=[CH:3][C:2]([C:11]([OH:13])=[O:12])=[N:1]2)=[N:6][CH:7]=1. (4) Given the reactants Br[C:2]1[CH:7]=[CH:6][CH:5]=[CH:4][C:3]=1[C:8]1[C:17]([C:18]2[CH:23]=[CH:22][CH:21]=[CH:20][CH:19]=2)=[CH:16][C:15]2[C:10](=[CH:11][CH:12]=[C:13]([C:24]3[N:28]([CH:29]4[CH2:34][CH2:33][CH2:32][CH2:31][CH2:30]4)[C:27]4[CH:35]=[CH:36][C:37]([C:39]([OH:41])=[O:40])=[CH:38][C:26]=4[N:25]=3)[CH:14]=2)[N:9]=1.[Cl:42][C:43]1[CH:48]=[CH:47][C:46](B(O)O)=[CH:45][CH:44]=1.[F-].[Cs+].C1(P(C2CCCCC2)C2C=CC=CC=2C2C=CC=CC=2)CCCCC1, predict the reaction product. The product is: [Cl:42][C:43]1[CH:48]=[CH:47][C:46]([C:2]2[C:3]([C:8]3[C:17]([C:18]4[CH:23]=[CH:22][CH:21]=[CH:20][CH:19]=4)=[CH:16][C:15]4[C:10](=[CH:11][CH:12]=[C:13]([C:24]5[N:28]([CH:29]6[CH2:34][CH2:33][CH2:32][CH2:31][CH2:30]6)[C:27]6[CH:35]=[CH:36][C:37]([C:39]([OH:41])=[O:40])=[CH:38][C:26]=6[N:25]=5)[CH:14]=4)[N:9]=3)=[CH:4][CH:5]=[CH:6][CH:7]=2)=[CH:45][CH:44]=1. (5) Given the reactants Br[C:2]1[CH:3]=[C:4]2[C:8](=[CH:9][CH:10]=1)[N:7]([CH:11]1[CH2:16][CH2:15][CH2:14][CH2:13][O:12]1)[N:6]=[C:5]2[C:17]1[N:22]=[C:21]([O:23][C@H:24]2[CH2:31][N:30]([C:32]([O:34][C:35]([CH3:38])([CH3:37])[CH3:36])=[O:33])[CH2:29][CH2:28][C:25]32[CH2:27][CH2:26]3)[CH:20]=[N:19][CH:18]=1.[C:39]([O-:42])(=[O:41])C.[K+].[CH3:44]O, predict the reaction product. The product is: [C:35]([O:34][C:32]([N:30]1[CH2:29][CH2:28][C:25]2([CH2:26][CH2:27]2)[C@@H:24]([O:23][C:21]2[N:22]=[C:17]([C:5]3[C:4]4[C:8](=[CH:9][CH:10]=[C:2]([C:39]([O:42][CH3:44])=[O:41])[CH:3]=4)[N:7]([CH:11]4[CH2:16][CH2:15][CH2:14][CH2:13][O:12]4)[N:6]=3)[CH:18]=[N:19][CH:20]=2)[CH2:31]1)=[O:33])([CH3:38])([CH3:37])[CH3:36]. (6) Given the reactants CO[C:3]([C:5]1[CH:10]=[CH:9][N:8]=[C:7]([C:11]2[CH:12]=[N:13][CH:14]=[CH:15][CH:16]=2)[CH:6]=1)=[O:4].N1[CH:22]=[CH:21][CH:20]=C(B(O)O)C=1.BrC1C=[C:29](C=CN=1)[C:30]([OH:32])=[O:31].[C:36]([O-])([O-])=O.[K+].[K+], predict the reaction product. The product is: [C:21]([O:32][C:30](=[O:31])[CH2:29][C:3]([C:5]1[CH:10]=[CH:9][N:8]=[C:7]([C:11]2[CH:12]=[N:13][CH:14]=[CH:15][CH:16]=2)[CH:6]=1)=[O:4])([CH3:20])([CH3:22])[CH3:36]. (7) Given the reactants [C:1]([C:3]1[CH:4]=[C:5]([CH:36]=[C:37]([CH3:39])[CH:38]=1)[C:6]([C:8]1[N:13]([CH2:14][C:15]2([CH2:18][C:19]([NH:21]CC3C=CC(OC)=CC=3)=[O:20])[CH2:17][CH2:16]2)[C:12](=[O:31])[NH:11][C:10](=[O:32])[C:9]=1[CH:33]([CH3:35])[CH3:34])=[O:7])#[N:2].O, predict the reaction product. The product is: [C:1]([C:3]1[CH:4]=[C:5]([CH:36]=[C:37]([CH3:39])[CH:38]=1)[C:6]([C:8]1[N:13]([CH2:14][C:15]2([CH2:18][C:19]([NH2:21])=[O:20])[CH2:16][CH2:17]2)[C:12](=[O:31])[NH:11][C:10](=[O:32])[C:9]=1[CH:33]([CH3:35])[CH3:34])=[O:7])#[N:2]. (8) Given the reactants [Cl-].[Al+3].[Cl-].[Cl-].[NH:5]1[C:13]2[C:8](=[CH:9][CH:10]=[CH:11][CH:12]=2)[CH2:7][C:6]1=[O:14].[Cl:15][CH2:16][C:17](Cl)=[O:18], predict the reaction product. The product is: [Cl:15][CH2:16][C:17]([C:10]1[CH:9]=[C:8]2[C:13](=[CH:12][CH:11]=1)[NH:5][C:6](=[O:14])[CH2:7]2)=[O:18]. (9) Given the reactants [Si]([O:8][CH2:9][CH2:10][N:11]([CH2:27][CH2:28][OH:29])[CH:12]1[C:20]2[C:15](=[CH:16][C:17](/[CH:21]=[CH:22]/[C:23]([O:25][CH3:26])=[O:24])=[CH:18][CH:19]=2)[CH2:14][CH2:13]1)(C(C)(C)C)(C)C.[C:30]1(O)[CH:35]=[CH:34][CH:33]=[CH:32][CH:31]=1.C1(P(C2C=CC=CC=2)C2C=CC=CC=2)C=CC=CC=1.C1CCN(C(N=NC(N2CCCCC2)=O)=O)CC1, predict the reaction product. The product is: [OH:29][CH2:28][CH2:27][N:11]([CH2:10][CH2:9][O:8][C:30]1[CH:35]=[CH:34][CH:33]=[CH:32][CH:31]=1)[CH:12]1[C:20]2[C:15](=[CH:16][C:17](/[CH:21]=[CH:22]/[C:23]([O:25][CH3:26])=[O:24])=[CH:18][CH:19]=2)[CH2:14][CH2:13]1.